Dataset: Catalyst prediction with 721,799 reactions and 888 catalyst types from USPTO. Task: Predict which catalyst facilitates the given reaction. (1) Reactant: [Cl:1][C:2]1[CH:7]=[CH:6][C:5]([SH:8])=[CH:4][CH:3]=1.C1(P(C2C=CC=CC=2)C2C=CC=CC=2)C=CC=CC=1.N(C(OC(C)C)=O)=NC(OC(C)C)=O.[F:42][C:43]1[CH:50]=[CH:49][C:48]([F:51])=[CH:47][C:44]=1[CH2:45]O. Product: [Cl:1][C:2]1[CH:7]=[CH:6][C:5]([S:8][CH2:45][C:44]2[CH:47]=[C:48]([F:51])[CH:49]=[CH:50][C:43]=2[F:42])=[CH:4][CH:3]=1. The catalyst class is: 7. (2) Reactant: [Br:1][C:2]1[C:7]([N+:8]([O-:10])=[O:9])=[CH:6][N:5]=[C:4](F)[CH:3]=1.C(=O)([O-])[O-].[Cs+].[Cs+].[C:18]1([OH:24])[CH:23]=[CH:22][CH:21]=[CH:20][CH:19]=1. Product: [Br:1][C:2]1[C:7]([N+:8]([O-:10])=[O:9])=[CH:6][N:5]=[C:4]([O:24][C:18]2[CH:23]=[CH:22][CH:21]=[CH:20][CH:19]=2)[CH:3]=1. The catalyst class is: 47. (3) Reactant: [F:1][CH:2]([F:27])[CH2:3][O:4][C:5]1[N:10]=[CH:9][C:8]([CH2:11][N:12]2[C:20](=[O:21])[C:19]3[CH:18]=[CH:17][N:16]=[C:15]([NH:22]C(=O)C)[C:14]=3[CH2:13]2)=[CH:7][C:6]=1[CH3:26].[ClH:28]. Product: [ClH:28].[NH2:22][C:15]1[C:14]2[CH2:13][N:12]([CH2:11][C:8]3[CH:9]=[N:10][C:5]([O:4][CH2:3][CH:2]([F:1])[F:27])=[C:6]([CH3:26])[CH:7]=3)[C:20](=[O:21])[C:19]=2[CH:18]=[CH:17][N:16]=1. The catalyst class is: 1.